This data is from Forward reaction prediction with 1.9M reactions from USPTO patents (1976-2016). The task is: Predict the product of the given reaction. (1) The product is: [C:30]([O:29][C:27]([N:25]1[CH2:26][C@@H:22]([O:21][C:7]2[C:6]3[C:11](=[C:2]([Cl:1])[C:3]([O:38][CH3:39])=[CH:4][CH:5]=3)[N:10]=[C:9]([N:12]3[CH:16]=[CH:15][C:14]([C:17]([F:20])([F:18])[F:19])=[N:13]3)[CH:8]=2)[CH2:23][C@H:24]1[C:34]([OH:36])=[O:35])=[O:28])([CH3:33])([CH3:31])[CH3:32]. Given the reactants [Cl:1][C:2]1[C:3]([O:38][CH3:39])=[CH:4][CH:5]=[C:6]2[C:11]=1[N:10]=[C:9]([N:12]1[CH:16]=[CH:15][C:14]([C:17]([F:20])([F:19])[F:18])=[N:13]1)[CH:8]=[C:7]2[O:21][C@@H:22]1[CH2:26][N:25]([C:27]([O:29][C:30]([CH3:33])([CH3:32])[CH3:31])=[O:28])[C@H:24]([C:34]([O:36]C)=[O:35])[CH2:23]1.[Li+].[OH-].O.Cl, predict the reaction product. (2) Given the reactants [Cl:1][C:2]1[C:3](=[O:12])[N:4]([CH2:9][O:10][CH3:11])[N:5]=[CH:6][C:7]=1Cl.[CH3:13][O-:14].[Na+], predict the reaction product. The product is: [Cl:1][C:2]1[C:3](=[O:12])[N:4]([CH2:9][O:10][CH3:11])[N:5]=[CH:6][C:7]=1[O:14][CH3:13]. (3) Given the reactants [Cl:1][C:2]1[CH:7]=[C:6]([N+:8]([O-:10])=[O:9])[C:5]([O:11][CH3:12])=[CH:4][C:3]=1[CH2:13][CH2:14][NH:15]CC1C=CC(OC)=CC=1OC, predict the reaction product. The product is: [Cl:1][C:2]1[CH:7]=[C:6]([N+:8]([O-:10])=[O:9])[C:5]([O:11][CH3:12])=[CH:4][C:3]=1[CH2:13][CH2:14][NH2:15]. (4) Given the reactants [NH2:1][C:2]1[CH:7]=[CH:6][C:5]([C:8]2[CH:16]=[CH:15][C:14]([CH2:17][N:18]3[CH2:23][CH2:22][O:21][CH2:20][CH2:19]3)=[C:13]3[C:9]=2[C:10]([NH2:24])=[N:11][NH:12]3)=[CH:4][CH:3]=1.[F:25][C:26]1[CH:31]=[CH:30][CH:29]=[C:28]([N:32]=[C:33]=[O:34])[CH:27]=1, predict the reaction product. The product is: [NH2:24][C:10]1[C:9]2[C:13](=[C:14]([CH2:17][N:18]3[CH2:19][CH2:20][O:21][CH2:22][CH2:23]3)[CH:15]=[CH:16][C:8]=2[C:5]2[CH:6]=[CH:7][C:2]([NH:1][C:33]([NH:32][C:28]3[CH:29]=[CH:30][CH:31]=[C:26]([F:25])[CH:27]=3)=[O:34])=[CH:3][CH:4]=2)[NH:12][N:11]=1. (5) Given the reactants [F:1][C:2]1[CH:7]=[CH:6][C:5]([CH:8]([OH:33])[CH:9]([NH:21][CH2:22][C:23]2[C:32]3[C:27](=[CH:28][CH:29]=[CH:30][CH:31]=3)[CH:26]=[CH:25][CH:24]=2)[CH2:10][C:11]2[CH:16]=[CH:15][C:14]([C:17]([F:20])([F:19])[F:18])=[CH:13][CH:12]=2)=[CH:4][CH:3]=1.[C:34](Cl)(=[O:36])[CH3:35].C(=O)([O-])O.[Na+], predict the reaction product. The product is: [F:1][C:2]1[CH:7]=[CH:6][C:5]([CH:8]([OH:33])[CH:9]([N:21]([CH2:22][C:23]2[C:32]3[C:27](=[CH:28][CH:29]=[CH:30][CH:31]=3)[CH:26]=[CH:25][CH:24]=2)[C:34](=[O:36])[CH3:35])[CH2:10][C:11]2[CH:16]=[CH:15][C:14]([C:17]([F:20])([F:19])[F:18])=[CH:13][CH:12]=2)=[CH:4][CH:3]=1.